This data is from NCI-60 drug combinations with 297,098 pairs across 59 cell lines. The task is: Regression. Given two drug SMILES strings and cell line genomic features, predict the synergy score measuring deviation from expected non-interaction effect. (1) Drug 1: CCC1=C2CN3C(=CC4=C(C3=O)COC(=O)C4(CC)O)C2=NC5=C1C=C(C=C5)O. Drug 2: C1=CC=C(C(=C1)C(C2=CC=C(C=C2)Cl)C(Cl)Cl)Cl. Cell line: HT29. Synergy scores: CSS=13.8, Synergy_ZIP=-0.388, Synergy_Bliss=4.99, Synergy_Loewe=-18.4, Synergy_HSA=1.07. (2) Drug 1: CC=C1C(=O)NC(C(=O)OC2CC(=O)NC(C(=O)NC(CSSCCC=C2)C(=O)N1)C(C)C)C(C)C. Drug 2: CCC1(CC2CC(C3=C(CCN(C2)C1)C4=CC=CC=C4N3)(C5=C(C=C6C(=C5)C78CCN9C7C(C=CC9)(C(C(C8N6C)(C(=O)OC)O)OC(=O)C)CC)OC)C(=O)OC)O.OS(=O)(=O)O. Cell line: TK-10. Synergy scores: CSS=6.41, Synergy_ZIP=-6.90, Synergy_Bliss=-0.438, Synergy_Loewe=-16.7, Synergy_HSA=-1.40.